From a dataset of Reaction yield outcomes from USPTO patents with 853,638 reactions. Predict the reaction yield, written as a fraction of the theoretical maximum amount of product (1.0 means a 100% yield; for example, 0.34 means a 34% yield). (1) The reactants are [O:1]1[CH:5]=[C:4]([C:6]([OH:8])=O)[N:3]=[CH:2]1.CN(C(ON1N=NC2C=CC=CC1=2)=[N+](C)C)C.F[P-](F)(F)(F)(F)F.C(N(CC)C(C)C)(C)C.Cl.Cl.[CH3:44][O:45][C:46]1[N:51]=[CH:50][C:49]([N:52]2[CH2:67][CH2:66][C:55]3[N:56]=[CH:57][N:58]=[C:59]([O:60][C@H:61]4[CH2:65][CH2:64][NH:63][CH2:62]4)[C:54]=3[CH2:53]2)=[CH:48][C:47]=1[C:68]([F:71])([F:70])[F:69]. The catalyst is CN(C=O)C. The product is [CH3:44][O:45][C:46]1[N:51]=[CH:50][C:49]([N:52]2[CH2:67][CH2:66][C:55]3[N:56]=[CH:57][N:58]=[C:59]([O:60][C@H:61]4[CH2:65][CH2:64][N:63]([C:6]([C:4]5[N:3]=[CH:2][O:1][CH:5]=5)=[O:8])[CH2:62]4)[C:54]=3[CH2:53]2)=[CH:48][C:47]=1[C:68]([F:71])([F:69])[F:70]. The yield is 0.360. (2) The reactants are Br[C:2]1[CH:3]=[CH:4][C:5]2[C:6]3[CH2:15][N:14]([C:16]([O:18][C:19]([CH3:22])([CH3:21])[CH3:20])=[O:17])[CH2:13][CH2:12][C:7]=3[N:8]([CH3:11])[C:9]=2[CH:10]=1.[CH2:23]([N:31]1[CH2:36][CH2:35][NH:34][C:33](=[O:37])[CH2:32]1)[CH2:24][C:25]1[CH:30]=[CH:29][CH:28]=[CH:27][CH:26]=1. No catalyst specified. The product is [CH3:11][N:8]1[C:9]2[CH:10]=[C:2]([N:34]3[CH2:35][CH2:36][N:31]([CH2:23][CH2:24][C:25]4[CH:26]=[CH:27][CH:28]=[CH:29][CH:30]=4)[CH2:32][C:33]3=[O:37])[CH:3]=[CH:4][C:5]=2[C:6]2[CH2:15][N:14]([C:16]([O:18][C:19]([CH3:22])([CH3:21])[CH3:20])=[O:17])[CH2:13][CH2:12][C:7]1=2. The yield is 0.390. (3) The product is [Cl:8][C:6]1[CH:5]=[N:4][C:3]2[NH:9][C:10]3[CH2:15][CH2:14][CH2:13][C:12](=[O:16])[C:11]=3[C:2]=2[CH:7]=1. The yield is 0.840. The catalyst is Cl[Pd](Cl)([P](C1C=CC=CC=1)(C1C=CC=CC=1)C1C=CC=CC=1)[P](C1C=CC=CC=1)(C1C=CC=CC=1)C1C=CC=CC=1.C(O)C.O. The reactants are Br[C:2]1[C:3]([NH:9][C:10]2[CH2:15][CH2:14][CH2:13][C:12](=[O:16])[CH:11]=2)=[N:4][CH:5]=[C:6]([Cl:8])[CH:7]=1.C(=O)([O-])[O-].[Cs+].[Cs+].C1(C)C=CC=CC=1.Cl. (4) The reactants are [C:1]([CH2:5][C:6]([O:8][CH2:9][CH3:10])=[O:7])(=[O:4])[CH2:2][CH3:3].[H-].[Na+].Br[CH2:14][C:15]([C:17]1[CH:22]=[CH:21][C:20](C)=[CH:19][N:18]=1)=[O:16].[Cl-].[NH4+]. The catalyst is C1COCC1. The product is [CH2:9]([O:8][C:6](=[O:7])[CH:5]([CH2:14][C:15](=[O:16])[C:17]1[CH:22]=[CH:21][CH:20]=[CH:19][N:18]=1)[C:1](=[O:4])[CH2:2][CH3:3])[CH3:10]. The yield is 0.760. (5) The reactants are Cl[CH2:2][CH2:3][N:4]([CH2:19][CH2:20]Cl)[C:5]1[C:6]([CH3:18])=[C:7]([CH3:17])[C:8]2[O:12][C:11]([CH3:14])([CH3:13])[CH2:10][C:9]=2[C:15]=1[CH3:16].[CH3:22][N:23]1[C:27]([NH2:28])=[CH:26][CH:25]=[N:24]1. No catalyst specified. The product is [CH3:22][N:23]1[C:27]([N:28]2[CH2:20][CH2:19][N:4]([C:5]3[C:6]([CH3:18])=[C:7]([CH3:17])[C:8]4[O:12][C:11]([CH3:14])([CH3:13])[CH2:10][C:9]=4[C:15]=3[CH3:16])[CH2:3][CH2:2]2)=[CH:26][CH:25]=[N:24]1. The yield is 0.0400. (6) The reactants are [NH2:1][C:2]1[S:3][C:4]([Br:12])=[C:5]([C:7]2[O:8][CH:9]=[CH:10][CH:11]=2)[N:6]=1.[C:13](Cl)(=[O:20])[C:14]1[CH:19]=[CH:18][CH:17]=[CH:16][CH:15]=1.O. The catalyst is N1C=CC=CC=1.CN(C)C1C=CN=CC=1. The product is [Br:12][C:4]1[S:3][C:2]([NH:1][C:13](=[O:20])[C:14]2[CH:19]=[CH:18][CH:17]=[CH:16][CH:15]=2)=[N:6][C:5]=1[C:7]1[O:8][CH:9]=[CH:10][CH:11]=1. The yield is 0.840. (7) The reactants are [CH3:1][N:2]1[C:6]([N:7]2[CH2:13][CH2:12][CH2:11][N:10](C(OC(C)(C)C)=O)[CH2:9][CH2:8]2)=[C:5]([N+:21]([O-:23])=[O:22])[CH:4]=[N:3]1. The catalyst is C(Cl)Cl.C(O)(C(F)(F)F)=O. The product is [CH3:1][N:2]1[C:6]([N:7]2[CH2:13][CH2:12][CH2:11][NH:10][CH2:9][CH2:8]2)=[C:5]([N+:21]([O-:23])=[O:22])[CH:4]=[N:3]1. The yield is 0.640. (8) The reactants are [CH2:1]([O:8][NH:9][C:10]1[N:20]=[CH:19][CH:18]=[CH:17][C:11]=1[C:12]([O:14][CH2:15][CH3:16])=[O:13])[C:2]1[CH:7]=[CH:6][CH:5]=[CH:4][CH:3]=1.C(N(CC)CC)C.Cl[CH:29]([C:35]([O-])=[O:36])[C:30]([O:32][CH2:33][CH3:34])=[O:31]. The catalyst is ClCCl. The product is [CH2:1]([O:8][N:9]([C:35](=[O:36])[CH2:29][C:30]([O:32][CH2:33][CH3:34])=[O:31])[C:10]1[N:20]=[CH:19][CH:18]=[CH:17][C:11]=1[C:12]([O:14][CH2:15][CH3:16])=[O:13])[C:2]1[CH:3]=[CH:4][CH:5]=[CH:6][CH:7]=1. The yield is 0.650. (9) The reactants are [Cl:1][C:2]1[N:7]=[C:6]([NH:8][C:9]2[CH:22]=[CH:21][C:12]3[N:13]([CH3:20])[C:14]([NH:16][CH:17]([CH3:19])[CH3:18])=[N:15][C:11]=3[CH:10]=2)[CH:5]=[CH:4][N:3]=1.[C:23](=O)([O-])[O-].[Cs+].[Cs+].IC. The catalyst is CN(C=O)C. The product is [Cl:1][C:2]1[N:7]=[C:6]([N:8]([CH3:23])[C:9]2[CH:22]=[CH:21][C:12]3[N:13]([CH3:20])[C:14]([NH:16][CH:17]([CH3:19])[CH3:18])=[N:15][C:11]=3[CH:10]=2)[CH:5]=[CH:4][N:3]=1. The yield is 0.460. (10) The reactants are [Si:1]([O:8][CH2:9][C:10]1([CH3:38])[S:16][CH2:15][CH2:14][N:13]2[C:17]([C:20]3([C:23]4[CH:28]=[CH:27][C:26](B5OC(C)(C)C(C)(C)O5)=[CH:25][CH:24]=4)[CH2:22][CH2:21]3)=[N:18][N:19]=[C:12]2[CH2:11]1)([C:4]([CH3:7])([CH3:6])[CH3:5])([CH3:3])[CH3:2].Br[C:40]1[CH:41]=[N:42][C:43]([CH3:46])=[CH:44][CH:45]=1.C(=O)([O-])[O-].[K+].[K+]. The catalyst is C(COC)OC.O.C1C=CC([P]([Pd]([P](C2C=CC=CC=2)(C2C=CC=CC=2)C2C=CC=CC=2)([P](C2C=CC=CC=2)(C2C=CC=CC=2)C2C=CC=CC=2)[P](C2C=CC=CC=2)(C2C=CC=CC=2)C2C=CC=CC=2)(C2C=CC=CC=2)C2C=CC=CC=2)=CC=1. The product is [Si:1]([O:8][CH2:9][C:10]1([CH3:38])[S:16][CH2:15][CH2:14][N:13]2[C:17]([C:20]3([C:23]4[CH:28]=[CH:27][C:26]([C:40]5[CH:41]=[N:42][C:43]([CH3:46])=[CH:44][CH:45]=5)=[CH:25][CH:24]=4)[CH2:21][CH2:22]3)=[N:18][N:19]=[C:12]2[CH2:11]1)([C:4]([CH3:5])([CH3:6])[CH3:7])([CH3:3])[CH3:2]. The yield is 0.660.